Dataset: NCI-60 drug combinations with 297,098 pairs across 59 cell lines. Task: Regression. Given two drug SMILES strings and cell line genomic features, predict the synergy score measuring deviation from expected non-interaction effect. Drug 1: C1CC(=O)NC(=O)C1N2CC3=C(C2=O)C=CC=C3N. Drug 2: C1=C(C(=O)NC(=O)N1)N(CCCl)CCCl. Cell line: IGROV1. Synergy scores: CSS=31.6, Synergy_ZIP=-0.357, Synergy_Bliss=-0.247, Synergy_Loewe=0.0315, Synergy_HSA=3.33.